From a dataset of Reaction yield outcomes from USPTO patents with 853,638 reactions. Predict the reaction yield, written as a fraction of the theoretical maximum amount of product (1.0 means a 100% yield; for example, 0.34 means a 34% yield). (1) The reactants are [OH:1][C@H:2]1[CH2:7][CH2:6][C@H:5]([N:8]2[C:13](=[O:14])[C:12]([CH2:15][C:16]3[CH:21]=[CH:20][C:19]([C:22]4[C:23]([C:28]#[N:29])=[CH:24][CH:25]=[CH:26][CH:27]=4)=[C:18]([CH3:30])[CH:17]=3)=[C:11]([CH2:31][CH2:32][CH3:33])[N:10]3[N:34]=[CH:35][CH:36]=[C:9]23)[CH2:4][CH2:3]1.[N+:37](=CC(OCC)=O)=[N-].[C:45]([O:48]CC)(=[O:47])C.[OH2:51].[C:52]1([CH3:58])[CH:57]=CC=C[CH:53]=1. The catalyst is C([O-])(=O)C.[Rh+3].C([O-])(=O)C.C([O-])(=O)C. The product is [OH:51][C:52]([CH3:58])([CH3:57])[CH2:53][O:1][C@H:2]1[CH2:3][CH2:4][C@H:5]([N:8]2[C:13](=[O:14])[C:12]([CH2:15][C:16]3[CH:21]=[CH:20][C:19]([C:22]4[CH:27]=[CH:26][CH:25]=[CH:24][C:23]=4[C:28]4[NH:37][C:45](=[O:47])[O:48][N:29]=4)=[C:18]([CH3:30])[CH:17]=3)=[C:11]([CH2:31][CH2:32][CH3:33])[N:10]3[N:34]=[CH:35][CH:36]=[C:9]23)[CH2:6][CH2:7]1. The yield is 0.280. (2) The reactants are [H-].C([Al+]CC(C)C)C(C)C.[CH:11]1([C:14]([NH:16][C:17]2[N:18]=[CH:19][C:20]3[C:25]([CH:26]=2)=[CH:24][CH:23]=[C:22]([C:27]2[C:36]([CH3:37])=[CH:35][C:30]([C:31](OC)=[O:32])=[C:29]([F:38])[CH:28]=2)[CH:21]=3)=[O:15])[CH2:13][CH2:12]1. The catalyst is C1COCC1. The product is [F:38][C:29]1[C:30]([CH2:31][OH:32])=[CH:35][C:36]([CH3:37])=[C:27]([C:22]2[CH:21]=[C:20]3[C:25]([CH:26]=[C:17]([NH:16][C:14]([CH:11]4[CH2:13][CH2:12]4)=[O:15])[N:18]=[CH:19]3)=[CH:24][CH:23]=2)[CH:28]=1. The yield is 0.560. (3) The reactants are [NH2:1][C@@H:2]([CH2:33][C:34]1[CH:39]=[CH:38][CH:37]=[CH:36][CH:35]=1)[C@@H:3]([OH:32])[CH2:4][C@H:5]([NH:19][C:20]([C@@H:22]([NH:27][C:28](=[O:31])[O:29][CH3:30])[C:23]([CH3:26])([CH3:25])[CH3:24])=[O:21])[CH2:6][C:7]1[CH:12]=[CH:11][C:10]([C:13]2[CH:18]=[CH:17][CH:16]=[CH:15][N:14]=2)=[CH:9][CH:8]=1.[CH3:40][O:41][C:42]([NH:44][C@@H:45]([C:49]([CH3:52])([CH3:51])[CH3:50])[C:46](O)=[O:47])=[O:43].CCOP(ON1N=NC2C=CC=CC=2C1=O)(OCC)=O.C(N(CC)C(C)C)(C)C. The catalyst is C1COCC1. The product is [CH3:30][O:29][C:28](=[O:31])[NH:27][C@@H:22]([C:23]([CH3:26])([CH3:25])[CH3:24])[C:20](=[O:21])[NH:19][C@H:5]([CH2:6][C:7]1[CH:12]=[CH:11][C:10]([C:13]2[CH:18]=[CH:17][CH:16]=[CH:15][N:14]=2)=[CH:9][CH:8]=1)[CH2:4][C@H:3]([OH:32])[C@H:2]([CH2:33][C:34]1[CH:35]=[CH:36][CH:37]=[CH:38][CH:39]=1)[NH:1][C:46](=[O:47])[C@H:45]([C:49]([CH3:51])([CH3:50])[CH3:52])[NH:44][C:42](=[O:43])[O:41][CH3:40]. The yield is 0.810. (4) The reactants are [NH2:1][CH2:2][CH2:3][CH2:4][CH2:5][CH2:6][C:7]([OH:9])=[O:8].C([O-])([O-])=O.[Na+].[Na+].[Br:16][C:17]1[CH:25]=[CH:24][C:20]([C:21](Cl)=[O:22])=[CH:19][CH:18]=1. The catalyst is O. The product is [Br:16][C:17]1[CH:25]=[CH:24][C:20]([C:21]([NH:1][CH2:2][CH2:3][CH2:4][CH2:5][CH2:6][C:7]([OH:9])=[O:8])=[O:22])=[CH:19][CH:18]=1. The yield is 0.617. (5) The reactants are [CH2:1]([O:3][C:4]1[CH:5]=[C:6]([CH:12]([NH2:18])[CH2:13][S:14]([CH3:17])(=[O:16])=[O:15])[CH:7]=[CH:8][C:9]=1[O:10][CH3:11])[CH3:2].[C:19]([NH:22][C@H:23]([C:28]([OH:30])=[O:29])[CH2:24][CH:25]([CH3:27])[CH3:26])(=[O:21])[CH3:20]. The catalyst is CO. The product is [C:19]([NH:22][C@H:23]([C:28]([OH:30])=[O:29])[CH2:24][CH:25]([CH3:26])[CH3:27])(=[O:21])[CH3:20].[CH2:1]([O:3][C:4]1[CH:5]=[C:6]([C@H:12]([NH2:18])[CH2:13][S:14]([CH3:17])(=[O:16])=[O:15])[CH:7]=[CH:8][C:9]=1[O:10][CH3:11])[CH3:2]. The yield is 0.900. (6) The reactants are [CH3:1][C@:2]12[CH2:19][CH2:18][C@H:17]3[C@@H:7]([C@@H:8]([OH:21])[CH:9]=[C:10]4[C@:15]3([CH3:16])[CH2:14][CH2:13][C@H:12]([OH:20])[CH2:11]4)[C@@H:6]1[CH2:5][CH2:4][C:3]2=[O:22].[CH3:23][Si:24](N[Si:24]([CH3:26])([CH3:25])[CH3:23])([CH3:26])[CH3:25]. The catalyst is S1(C2C(=CC=CC=2)C(=O)N1)(=O)=O.C(#N)C. The product is [CH3:23][Si:24]([CH3:26])([CH3:25])[O:20][C@H:12]1[CH2:13][CH2:14][C@@:15]2([CH3:16])[C:10](=[CH:9][C@H:8]([O:21][Si:24]([CH3:26])([CH3:25])[CH3:23])[C@@H:7]3[C@@H:17]2[CH2:18][CH2:19][C@@:2]2([CH3:1])[C@H:6]3[CH2:5][CH2:4][C:3]2=[O:22])[CH2:11]1. The yield is 0.810. (7) The catalyst is C1(C)C=CC=CC=1. The reactants are [CH2:1]([CH2:15][C:16]([NH:18][CH2:19][CH:20](O)[CH2:21][O:22][C:23]([C:36]1[CH:41]=[CH:40][CH:39]=[CH:38][CH:37]=1)([C:30]1[CH:35]=[CH:34][CH:33]=[CH:32][CH:31]=1)[C:24]1[CH:29]=[CH:28][CH:27]=[CH:26][CH:25]=1)=[S:17])[CH2:2][CH2:3][CH2:4][CH2:5][CH2:6][CH2:7][CH2:8][CH2:9][CH2:10][CH2:11][CH2:12][CH2:13][CH3:14].N1C=CN=C1.C1(P(C2C=CC=CC=2)C2C=CC=CC=2)C=CC=CC=1.[I:67]I.S(=O)(O)[O-].[Na+]. The product is [I:67][CH:20]([CH2:19][NH:18][C:16](=[S:17])[CH2:15][CH2:1][CH2:2][CH2:3][CH2:4][CH2:5][CH2:6][CH2:7][CH2:8][CH2:9][CH2:10][CH2:11][CH2:12][CH2:13][CH3:14])[CH2:21][O:22][C:23]([C:36]1[CH:41]=[CH:40][CH:39]=[CH:38][CH:37]=1)([C:30]1[CH:35]=[CH:34][CH:33]=[CH:32][CH:31]=1)[C:24]1[CH:29]=[CH:28][CH:27]=[CH:26][CH:25]=1. The yield is 0.210.